Dataset: Full USPTO retrosynthesis dataset with 1.9M reactions from patents (1976-2016). Task: Predict the reactants needed to synthesize the given product. (1) Given the product [Cl:27][CH2:26][CH2:25][CH2:24][CH2:23][N:6]1[C:5](=[O:11])[N:4]([CH2:3][CH2:2][F:1])[C:9](=[O:10])[CH:8]=[N:7]1, predict the reactants needed to synthesize it. The reactants are: [F:1][CH2:2][CH2:3][N:4]1[C:9](=[O:10])[CH:8]=[N:7][NH:6][C:5]1=[O:11].C[Si](C)(C)[N-][Si](C)(C)C.[Li+].Br[CH2:23][CH2:24][CH2:25][CH2:26][Cl:27]. (2) The reactants are: CN(CCCC1([C:18]2[CH:19]=[CH:20][C:21]([F:24])=[CH:22][CH:23]=2)OCC2C=C(C#N)C=CC1=2)C.[Br:25][C:26]1[CH:27]=[C:28]2[C:33](=[CH:34][CH:35]=1)[C:31](=[O:32])[O:30][CH2:29]2.FC1C=CC(Br)=CC=1.[Mg]. Given the product [OH:30][CH2:29][C:28]1[CH:27]=[C:26]([Br:25])[CH:35]=[CH:34][C:33]=1[C:31]([C:18]1[CH:23]=[CH:22][C:21]([F:24])=[CH:20][CH:19]=1)=[O:32], predict the reactants needed to synthesize it. (3) Given the product [CH2:21]([O:20][C:18]([NH:1][C@H:2]1[CH2:9][CH2:8][CH2:7][NH:6][C:4](=[O:5])[CH2:3]1)=[O:19])[C:22]1[CH:27]=[CH:26][CH:25]=[CH:24][CH:23]=1, predict the reactants needed to synthesize it. The reactants are: [NH2:1][C@H:2]1[CH2:9][CH2:8][CH2:7][NH:6][C:4](=[O:5])[CH2:3]1.C(N(CC)CC)C.Cl[C:18]([O:20][CH2:21][C:22]1[CH:27]=[CH:26][CH:25]=[CH:24][CH:23]=1)=[O:19].O. (4) Given the product [C:11]([O:15][C:16]([N:18]1[CH2:23][CH2:22][CH:21]([NH:1][C:2]2[CH:3]=[C:4]3[C:8](=[CH:9][CH:10]=2)[NH:7][CH:6]=[CH:5]3)[CH2:20][CH2:19]1)=[O:17])([CH3:14])([CH3:12])[CH3:13], predict the reactants needed to synthesize it. The reactants are: [NH2:1][C:2]1[CH:3]=[C:4]2[C:8](=[CH:9][CH:10]=1)[NH:7][CH:6]=[CH:5]2.[C:11]([O:15][C:16]([N:18]1[CH2:23][CH2:22][C:21](=O)[CH2:20][CH2:19]1)=[O:17])([CH3:14])([CH3:13])[CH3:12].C(O)(=O)C.C(O[BH-](OC(=O)C)OC(=O)C)(=O)C.[Na+].C(=O)([O-])[O-].[Na+].[Na+]. (5) Given the product [NH2:13][C:4]1[C:5]([NH:8][C@@H:9]([CH3:12])[CH2:10][OH:11])=[N:6][CH:7]=[C:2]([Br:1])[CH:3]=1, predict the reactants needed to synthesize it. The reactants are: [Br:1][C:2]1[CH:3]=[C:4]([N+:13]([O-])=O)[C:5]([NH:8][C@@H:9]([CH3:12])[CH2:10][OH:11])=[N:6][CH:7]=1.O.O.[Sn](Cl)Cl.[OH-].[Na+].